From a dataset of Full USPTO retrosynthesis dataset with 1.9M reactions from patents (1976-2016). Predict the reactants needed to synthesize the given product. (1) Given the product [CH2:2]([O:9][C:10]1[CH:11]=[CH:12][C:13]([NH:14][C:17](=[NH:26])[C:18]2[CH:23]=[CH:22][C:21]([O:24][CH3:25])=[CH:20][CH:19]=2)=[CH:15][CH:16]=1)[C:3]1[CH:4]=[CH:5][CH:6]=[CH:7][CH:8]=1, predict the reactants needed to synthesize it. The reactants are: Cl.[CH2:2]([O:9][C:10]1[CH:16]=[CH:15][C:13]([NH2:14])=[CH:12][CH:11]=1)[C:3]1[CH:8]=[CH:7][CH:6]=[CH:5][CH:4]=1.[C:17](#[N:26])[C:18]1[CH:23]=[CH:22][C:21]([O:24][CH3:25])=[CH:20][CH:19]=1. (2) The reactants are: [Br:1][C:2]1[CH:22]=[CH:21][C:5]([CH2:6][NH:7][CH2:8][C:9]2[CH:13]=[C:12]([C:14]([CH3:17])([CH3:16])[CH3:15])[S:11][C:10]=2[C:18](O)=[O:19])=[C:4]([F:23])[CH:3]=1.S(Cl)(Cl)=O. Given the product [Br:1][C:2]1[CH:22]=[CH:21][C:5]([CH2:6][N:7]2[CH2:8][C:9]3[CH:13]=[C:12]([C:14]([CH3:17])([CH3:16])[CH3:15])[S:11][C:10]=3[C:18]2=[O:19])=[C:4]([F:23])[CH:3]=1, predict the reactants needed to synthesize it. (3) The reactants are: [NH2:1][C:2]12[CH2:10][CH2:9][CH:6]([CH2:7][CH2:8]1)[CH2:5][N:4]1[C:11](=[O:21])[C:12]([OH:20])=[C:13]([C:15]([O:17][CH2:18][CH3:19])=[O:16])[N:14]=[C:3]21.[CH3:22][N:23]([CH3:29])[C:24](=[O:28])[C:25](O)=[O:26].C(N(C(C)C)CC)(C)C.F[P-](F)(F)(F)(F)F.N1(OC(N(C)C)=[N+](C)C)C2N=CC=CC=2N=N1. Given the product [CH3:22][N:23]([C:24](=[O:28])[C:25]([NH:1][C:2]12[CH2:8][CH2:7][CH:6]([CH2:9][CH2:10]1)[CH2:5][N:4]1[C:11](=[O:21])[C:12]([OH:20])=[C:13]([C:15]([O:17][CH2:18][CH3:19])=[O:16])[N:14]=[C:3]21)=[O:26])[CH3:29], predict the reactants needed to synthesize it. (4) Given the product [Cl:3][C:2]1[N:4]=[C:5]([C:24]2[CH:23]=[CH:22][C:21]([CH3:25])=[CH:20][C:19]=2[CH3:26])[N:7]=[C:8]([C:24]2[CH:23]=[CH:22][C:21]([CH3:25])=[CH:20][C:19]=2[CH3:26])[N:1]=1.[CH3:26][C:19]1[CH:20]=[C:21]([CH3:25])[CH:22]=[CH:23][C:24]=1[C:2]1[N:4]=[C:5]([C:24]2[CH:23]=[CH:22][C:21]([CH3:25])=[CH:20][C:19]=2[CH3:26])[N:7]=[C:8]([C:24]2[CH:23]=[CH:22][C:21]([CH3:25])=[CH:20][C:19]=2[CH3:26])[N:1]=1, predict the reactants needed to synthesize it. The reactants are: [N:1]1[C:8](Cl)=[N:7][C:5](Cl)=[N:4][C:2]=1[Cl:3].[Al+3].[Cl-].[Cl-].[Cl-].OS(O)(=O)=O.[C:19]1([CH3:26])[CH:24]=[CH:23][CH:22]=[C:21]([CH3:25])[CH:20]=1. (5) Given the product [F:17][C:2]([F:1])([F:16])[C:3]1[CH:4]=[C:5]([NH:6][C:22](=[O:23])[CH2:21][C:18](=[O:20])[CH3:19])[CH:7]=[CH:8][C:9]=1[N:10]1[CH2:11][CH2:12][O:13][CH2:14][CH2:15]1, predict the reactants needed to synthesize it. The reactants are: [F:1][C:2]([F:17])([F:16])[C:3]1[CH:4]=[C:5]([CH:7]=[CH:8][C:9]=1[N:10]1[CH2:15][CH2:14][O:13][CH2:12][CH2:11]1)[NH2:6].[C:18]([CH:21]=[C:22]=[O:23])(=[O:20])[CH3:19]. (6) Given the product [Br:17][C:18]1[CH:26]=[CH:25][CH:24]=[C:23]2[C:19]=1[C:20]([OH:34])([C:52]1[C:51]([OH:54])=[CH:50][C:49]3[O:45][CH2:46][CH2:47][C:48]=3[CH:53]=1)[C:21](=[O:33])[N:22]2[CH2:27][C:28]([O:30][CH2:31][CH3:32])=[O:29], predict the reactants needed to synthesize it. The reactants are: C1(CCN2C3C(=CC=CC=3)C(=O)C2=O)CC1.[Br:17][C:18]1[CH:26]=[CH:25][CH:24]=[C:23]2[C:19]=1[C:20](=[O:34])[C:21](=[O:33])[N:22]2[CH2:27][C:28]([O:30][CH2:31][CH3:32])=[O:29].O1C2C=CC(O)=CC=2OC1.[O:45]1[C:49]2[CH:50]=[C:51]([OH:54])[CH:52]=[CH:53][C:48]=2[CH2:47][CH2:46]1. (7) The reactants are: [Cl:1][C:2]1[CH:7]=[C:6](F)[CH:5]=[CH:4][C:3]=1[C:9](N1CCN(C2C=CC=CC=2Cl)C(=O)C1)=[O:10].[ClH:25].[Cl:26][C:27]1[CH:32]=[CH:31][C:30]([N:33]2[CH2:38][CH2:37][NH:36][CH2:35][C:34]2=[O:39])=[CH:29][CH:28]=1. Given the product [Cl:26][C:27]1[CH:28]=[CH:29][C:30]([N:33]2[CH2:38][CH2:37][N:36]([C:9]([C:3]3[CH:4]=[CH:5][CH:6]=[C:7]([Cl:25])[C:2]=3[Cl:1])=[O:10])[CH2:35][C:34]2=[O:39])=[CH:31][CH:32]=1, predict the reactants needed to synthesize it.